Dataset: Forward reaction prediction with 1.9M reactions from USPTO patents (1976-2016). Task: Predict the product of the given reaction. Given the reactants O[CH2:2][C:3]1[CH:12]=[N:11][C:10]2[N:9]3[CH2:13][CH2:14][CH2:15][C@H:8]3[C:7](=[O:16])[NH:6][C:5]=2[CH:4]=1.Cl.[F:18][C:19]1[CH:20]=[C:21]([CH:28]=[CH:29][C:30]=1[N:31]1[CH2:36][CH2:35][NH:34][CH2:33][CH2:32]1)[C:22]([NH:24][CH:25]([CH3:27])[CH3:26])=[O:23].[I-].C(C[P+](C)(C)C)#N.C(N(CC)C(C)C)(C)C, predict the reaction product. The product is: [F:18][C:19]1[CH:20]=[C:21]([CH:28]=[CH:29][C:30]=1[N:31]1[CH2:32][CH2:33][N:34]([CH2:2][C:3]2[CH:12]=[N:11][C:10]3[N:9]4[CH2:13][CH2:14][CH2:15][C@H:8]4[C:7](=[O:16])[NH:6][C:5]=3[CH:4]=2)[CH2:35][CH2:36]1)[C:22]([NH:24][CH:25]([CH3:27])[CH3:26])=[O:23].